From a dataset of Forward reaction prediction with 1.9M reactions from USPTO patents (1976-2016). Predict the product of the given reaction. Given the reactants [F:1][C:2]([F:20])([F:19])[CH:3]([OH:18])[CH2:4][N:5]1[CH2:10][CH2:9][CH2:8][CH:7]([O:11][C:12]2[CH:17]=[CH:16][N:15]=[CH:14][CH:13]=2)[CH2:6]1.[Cl:21][C:22]1[CH:27]=[CH:26][C:25]([N:28]=[C:29]=[O:30])=[CH:24][CH:23]=1.C(N(CC)CC)C, predict the reaction product. The product is: [F:20][C:2]([F:1])([F:19])[CH:3]([O:18][C:29](=[O:30])[NH:28][C:25]1[CH:26]=[CH:27][C:22]([Cl:21])=[CH:23][CH:24]=1)[CH2:4][N:5]1[CH2:10][CH2:9][CH2:8][C@H:7]([O:11][C:12]2[CH:17]=[CH:16][N:15]=[CH:14][CH:13]=2)[CH2:6]1.[F:20][C:2]([F:1])([F:19])[CH:3]([O:18][C:29](=[O:30])[NH:28][C:25]1[CH:26]=[CH:27][C:22]([Cl:21])=[CH:23][CH:24]=1)[CH2:4][N:5]1[CH2:10][CH2:9][CH2:8][C@@H:7]([O:11][C:12]2[CH:17]=[CH:16][N:15]=[CH:14][CH:13]=2)[CH2:6]1.